Dataset: Forward reaction prediction with 1.9M reactions from USPTO patents (1976-2016). Task: Predict the product of the given reaction. (1) Given the reactants [C:1]([C:3]1(C)[C:7](=[O:8])[CH2:6][N:5]([C:9]([O:11][C:12]([CH3:15])([CH3:14])[CH3:13])=[O:10])[CH2:4]1)#[N:2].[BH4-].[Na+], predict the reaction product. The product is: [C:1]([CH:3]1[CH:7]([OH:8])[CH2:6][N:5]([C:9]([O:11][C:12]([CH3:15])([CH3:14])[CH3:13])=[O:10])[CH2:4]1)#[N:2]. (2) Given the reactants [Cl:1][C:2]1[CH:3]=[CH:4][C:5]([O:14][CH3:15])=[C:6]([N:8]2[CH2:13][CH2:12][NH:11][CH2:10][CH2:9]2)[CH:7]=1.Br[CH2:17][C:18]1[N:22]([CH3:23])[N:21]([CH:24]2[CH2:28][CH2:27][CH2:26][CH2:25]2)[C:20](=[O:29])[C:19]=1[Cl:30].C(=O)([O-])[O-].[K+].[K+], predict the reaction product. The product is: [Cl:30][C:19]1[C:20](=[O:29])[N:21]([CH:24]2[CH2:25][CH2:26][CH2:27][CH2:28]2)[N:22]([CH3:23])[C:18]=1[CH2:17][N:11]1[CH2:10][CH2:9][N:8]([C:6]2[CH:7]=[C:2]([Cl:1])[CH:3]=[CH:4][C:5]=2[O:14][CH3:15])[CH2:13][CH2:12]1. (3) Given the reactants C(=O)([O-])[O-].[K+].[K+].[C:7]1([C@H:17]([NH2:19])[CH3:18])[C:16]2[C:11](=[CH:12][CH:13]=[CH:14][CH:15]=2)[CH:10]=[CH:9][CH:8]=1.[Cl:20]/[CH:21]=[CH:22]/[CH2:23]Cl.Cl, predict the reaction product. The product is: [Cl:20][CH:21]=[CH:22][CH2:23][NH:19][C@@H:17]([C:7]1[C:16]2[C:11](=[CH:12][CH:13]=[CH:14][CH:15]=2)[CH:10]=[CH:9][CH:8]=1)[CH3:18]. (4) Given the reactants [Br:1][C:2]1[CH:3]=[CH:4][C:5]([CH:8]=[O:9])=[N:6][CH:7]=1.[CH2:10](O)[CH2:11][CH2:12][OH:13], predict the reaction product. The product is: [Br:1][C:2]1[CH:3]=[CH:4][C:5]([CH:8]2[O:13][CH2:12][CH2:11][CH2:10][O:9]2)=[N:6][CH:7]=1. (5) Given the reactants [OH:1][C:2]1[CH:11]=[CH:10][C:5]([C:6]([NH:8][NH2:9])=[O:7])=[CH:4][CH:3]=1.[CH3:12][C:13]1[S:17][C:16]([CH:18]=O)=[CH:15][CH:14]=1, predict the reaction product. The product is: [CH3:18][C:16]1[S:17][C:13]([CH:12]=[N:9][NH:8][C:6](=[O:7])[C:5]2[CH:10]=[CH:11][C:2]([OH:1])=[CH:3][CH:4]=2)=[CH:14][CH:15]=1. (6) Given the reactants [CH:1]1[C:14]2[CH:13]([CH:15]([C:17]3[CH:22]=[CH:21][CH:20]=[C:19]([O:23][CH3:24])[CH:18]=3)O)[C:12]3[C:7](=[CH:8][CH:9]=[CH:10][CH:11]=3)[CH2:6][C:5]=2[CH:4]=[CH:3][CH:2]=1.S(=O)(=O)(O)O, predict the reaction product. The product is: [CH3:24][O:23][C:19]1[CH:18]=[C:17]([CH:22]=[CH:21][CH:20]=1)[CH:15]=[C:13]1[C:12]2[CH:11]=[CH:10][CH:9]=[CH:8][C:7]=2[CH2:6][C:5]2[C:14]1=[CH:1][CH:2]=[CH:3][CH:4]=2.